This data is from Full USPTO retrosynthesis dataset with 1.9M reactions from patents (1976-2016). The task is: Predict the reactants needed to synthesize the given product. (1) Given the product [CH2:1]([O:3][C:4]([C:7]1[N:8]([CH2:16][O:17][CH2:18][CH2:19][Si:20]([CH3:21])([CH3:22])[CH3:23])[CH:9]=[C:10]([C:12]([OH:14])=[O:13])[N:11]=1)([CH3:5])[CH3:6])[CH3:2], predict the reactants needed to synthesize it. The reactants are: [CH2:1]([O:3][C:4]([C:7]1[N:8]([CH2:16][O:17][CH2:18][CH2:19][Si:20]([CH3:23])([CH3:22])[CH3:21])[CH:9]=[C:10]([C:12]([O:14]C)=[O:13])[N:11]=1)([CH3:6])[CH3:5])[CH3:2].C(OC(C1N(COCC[Si](C)(C)C)C=C(C(OCC)=O)N=1)(C)C)C. (2) Given the product [CH2:1]([N:8]1[C:12]2[N:13]=[CH:14][CH:15]=[C:16]([OH:17])[C:11]=2[CH:10]=[C:9]1[CH3:19])[C:2]1[CH:3]=[CH:4][CH:5]=[CH:6][CH:7]=1, predict the reactants needed to synthesize it. The reactants are: [CH2:1]([N:8]1[C:12]2=[N:13][CH:14]=[CH:15][C:16]([O:17]C)=[C:11]2[CH:10]=[C:9]1[CH3:19])[C:2]1[CH:7]=[CH:6][CH:5]=[CH:4][CH:3]=1.[NH4+].[Cl-].Cl. (3) The reactants are: [CH2:1]([NH:4][C:5](=[O:22])[NH:6][C:7]1[CH:12]=[CH:11][C:10](B2OC(C)(C)C(C)(C)O2)=[CH:9][CH:8]=1)[CH2:2][CH3:3].Cl[C:24]1[N:29]=[C:28]([N:30]2[CH2:35][CH2:34][O:33][CH2:32][CH2:31]2)[CH:27]=[CH:26][N:25]=1.N1CCOCC1. Given the product [O:33]1[CH2:34][CH2:35][N:30]([C:28]2[CH:27]=[CH:26][N:25]=[C:24]([C:10]3[CH:9]=[CH:8][C:7]([NH:6][C:5]([NH:4][CH2:1][CH2:2][CH3:3])=[O:22])=[CH:12][CH:11]=3)[N:29]=2)[CH2:31][CH2:32]1, predict the reactants needed to synthesize it. (4) Given the product [O:1]1[CH:5]=[CH:4][C:3](/[CH:6]=[C:7]2/[C:11](=[O:12])[CH:10]([C:13]3[C:18]([CH3:19])=[CH:17][C:16]([CH3:20])=[CH:15][C:14]=3[CH3:21])[C:9](=[O:22])[CH2:8]/2)=[CH:2]1, predict the reactants needed to synthesize it. The reactants are: [O:1]1[CH:5]=[CH:4][C:3]([CH:6](O)[CH:7]2[C:11](=[O:12])[C:10]([C:13]3[C:18]([CH3:19])=[CH:17][C:16]([CH3:20])=[CH:15][C:14]=3[CH3:21])=[C:9]([O:22]C)[CH2:8]2)=[CH:2]1.Cl. (5) Given the product [NH2:4][C:5]1[C:6]([C:18]([NH2:20])=[O:19])=[N:7][N:8]([C:10]2[CH:15]=[CH:14][C:13]([Br:16])=[C:12]([F:17])[CH:11]=2)[CH:9]=1, predict the reactants needed to synthesize it. The reactants are: NC([NH:4][C:5]1[C:6]([C:18]([NH2:20])=[O:19])=[N:7][N:8]([C:10]2[CH:15]=[CH:14][C:13]([Br:16])=[C:12]([F:17])[CH:11]=2)[CH:9]=1)=O. (6) Given the product [NH:24]1[CH2:25][CH2:26][CH:21]([NH:20][C:12]([C:8]2[C:7]([NH:6][C:4](=[O:5])[C:3]3[C:15]([Cl:19])=[CH:16][CH:17]=[CH:18][C:2]=3[Cl:1])=[CH:11][NH:10][N:9]=2)=[O:14])[CH2:22][CH2:23]1, predict the reactants needed to synthesize it. The reactants are: [Cl:1][C:2]1[CH:18]=[CH:17][CH:16]=[C:15]([Cl:19])[C:3]=1[C:4]([NH:6][C:7]1[C:8]([C:12]([OH:14])=O)=[N:9][NH:10][CH:11]=1)=[O:5].[NH2:20][CH:21]1[CH2:26][CH2:25][N:24](C(OC(C)(C)C)=O)[CH2:23][CH2:22]1.C(N=C=NCCCN(C)C)C.ON1C2C=CC=CC=2N=N1.